Dataset: Reaction yield outcomes from USPTO patents with 853,638 reactions. Task: Predict the reaction yield, written as a fraction of the theoretical maximum amount of product (1.0 means a 100% yield; for example, 0.34 means a 34% yield). (1) The reactants are [O:1]=[C:2]1[NH:10][C:9]2[C:4](=[N:5][C:6]([C:11]3[CH:12]=[N:13][N:14]4[CH:19]=[CH:18][C:17]([C:20]#[N:21])=[CH:16][C:15]=34)=[N:7][CH:8]=2)[N:3]1[CH:22]1[CH2:27][CH2:26][O:25][CH2:24][CH2:23]1.[CH3:28]I. The product is [CH3:28][N:10]1[C:9]2[C:4](=[N:5][C:6]([C:11]3[CH:12]=[N:13][N:14]4[CH:19]=[CH:18][C:17]([C:20]#[N:21])=[CH:16][C:15]=34)=[N:7][CH:8]=2)[N:3]([CH:22]2[CH2:23][CH2:24][O:25][CH2:26][CH2:27]2)[C:2]1=[O:1]. The catalyst is CN(C=O)C.[H-].[Na+]. The yield is 1.00. (2) The reactants are [CH3:1][C:2]1[CH:7]=[CH:6][N:5]=[CH:4][C:3]=1[N:8]1[CH2:12][CH2:11][NH:10][C:9]1=[O:13].Br[C:15]1[S:16][C:17]([C:20]([F:23])([F:22])[F:21])=[CH:18][CH:19]=1.N[C@@H]1CCCC[C@H]1N.P([O-])([O-])([O-])=O.[K+].[K+].[K+]. The catalyst is [Cu](I)I.O1CCOCC1. The product is [CH3:1][C:2]1[CH:7]=[CH:6][N:5]=[CH:4][C:3]=1[N:8]1[CH2:12][CH2:11][N:10]([C:15]2[S:16][C:17]([C:20]([F:23])([F:22])[F:21])=[CH:18][CH:19]=2)[C:9]1=[O:13]. The yield is 0.650.